From a dataset of Catalyst prediction with 721,799 reactions and 888 catalyst types from USPTO. Predict which catalyst facilitates the given reaction. (1) Reactant: [Cl:1][C:2]1[CH:7]=[C:6]2[NH:8][C:9](=[O:43])[C@@:10]3([C@@H:15]([C:16]4[CH:21]=[C:20]([Cl:22])[CH:19]=[CH:18][C:17]=4[O:23][C:24]([CH3:33])([CH3:32])[C:25]([NH:27][S:28]([CH3:31])(=[O:30])=[O:29])=[O:26])[CH2:14][C:13](=[O:34])[NH:12][C@H:11]3[C:35]3[CH:40]=[C:39]([F:41])[CH:38]=[CH:37][C:36]=3[CH3:42])[C:5]2=[CH:4][CH:3]=1.[C:44](OC(=O)C)(=[O:46])[CH3:45]. Product: [C:44]([N:8]1[C:6]2[C:5](=[CH:4][CH:3]=[C:2]([Cl:1])[CH:7]=2)[C@:10]2([C@@H:15]([C:16]3[CH:21]=[C:20]([Cl:22])[CH:19]=[CH:18][C:17]=3[O:23][C:24]([CH3:33])([CH3:32])[C:25]([NH:27][S:28]([CH3:31])(=[O:29])=[O:30])=[O:26])[CH2:14][C:13](=[O:34])[NH:12][C@H:11]2[C:35]2[CH:40]=[C:39]([F:41])[CH:38]=[CH:37][C:36]=2[CH3:42])[C:9]1=[O:43])(=[O:46])[CH3:45]. The catalyst class is: 64. (2) Reactant: [NH2:1][N:2]1[N:11]=[C:10]([C:12]2[S:13][CH:14]=[CH:15][CH:16]=2)[C:9]2[C:4](=[CH:5][CH:6]=[CH:7][CH:8]=2)[C:3]1=[O:17].[F:18][C:19]1[CH:20]=[C:21]([CH2:26][C:27](O)=[O:28])[CH:22]=[C:23]([F:25])[CH:24]=1.O.ON1C2C=CC=CC=2N=N1.C(Cl)CCl. Product: [F:18][C:19]1[CH:20]=[C:21]([CH2:26][C:27]([NH:1][N:2]2[N:11]=[C:10]([C:12]3[S:13][CH:14]=[CH:15][CH:16]=3)[C:9]3[C:4](=[CH:5][CH:6]=[CH:7][CH:8]=3)[C:3]2=[O:17])=[O:28])[CH:22]=[C:23]([F:25])[CH:24]=1. The catalyst class is: 377. (3) Reactant: [NH2:1][C:2]1[CH:7]=[C:6]([O:8][C:9]2[CH:14]=[CH:13][C:12]([N+:15]([O-:17])=[O:16])=[CH:11][CH:10]=2)[CH:5]=[CH:4][N:3]=1.[CH2:18]([N:20]([CH2:23]C)[CH2:21]C)C.ClC(OC1C=CC=CC=1)=[O:27].CNC. Product: [N+:15]([C:12]1[CH:11]=[CH:10][C:9]([O:8][C:6]2[CH:5]=[CH:4][N:3]=[C:2]([NH:1][C:18](=[O:27])[N:20]([CH3:23])[CH3:21])[CH:7]=2)=[CH:14][CH:13]=1)([O-:17])=[O:16]. The catalyst class is: 83. (4) Reactant: [Cl:1][C:2]1[CH:3]=[CH:4][C:5]([N:11]2[CH:15]=[N:14][N:13]=[N:12]2)=[C:6]([CH:10]=1)[C:7](O)=[O:8].[Cl-].[NH4+].Cl.C[N:20](C)CCCN=C=NCC.ON1C2N=CC=CC=2N=N1.C(N(C(C)C)CC)(C)C. Product: [Cl:1][C:2]1[CH:3]=[CH:4][C:5]([N:11]2[CH:15]=[N:14][N:13]=[N:12]2)=[C:6]([CH:10]=1)[C:7]([NH2:20])=[O:8]. The catalyst class is: 18. (5) Product: [F:1][C:2]1[CH:3]=[C:4]([C@H:9]([CH:14]2[CH2:17][N:16]([CH:18]([C:25]3[CH:30]=[CH:29][CH:28]=[CH:27][CH:26]=3)[C:19]3[CH:24]=[CH:23][CH:22]=[CH:21][CH:20]=3)[CH2:15]2)[C:10]([F:37])([CH3:13])[CH3:11])[CH:5]=[C:6]([F:8])[CH:7]=1. Reactant: [F:1][C:2]1[CH:3]=[C:4]([C@H:9]([CH:14]2[CH2:17][N:16]([CH:18]([C:25]3[CH:30]=[CH:29][CH:28]=[CH:27][CH:26]=3)[C:19]3[CH:24]=[CH:23][CH:22]=[CH:21][CH:20]=3)[CH2:15]2)[C:10]([CH3:13])(O)[CH3:11])[CH:5]=[C:6]([F:8])[CH:7]=1.N1C=CC=CC=1.[FH:37].[OH-].[Na+].C([O-])(O)=O.[Na+]. The catalyst class is: 2. (6) The catalyst class is: 24. Reactant: [OH-].[Li+].C([O:5][C:6](=[O:40])[CH2:7][C:8]1[CH:13]=[CH:12][C:11]([C:14]2[CH:19]=[CH:18][C:17]([C:20]3[O:24][N:23]=[C:22]([CH3:25])[C:21]=3[NH:26][C:27]([O:29][CH:30]([C:32]3[CH:37]=[CH:36][C:35]([Cl:38])=[CH:34][C:33]=3[F:39])[CH3:31])=[O:28])=[CH:16][CH:15]=2)=[CH:10][CH:9]=1)C.Cl. Product: [Cl:38][C:35]1[CH:36]=[CH:37][C:32]([CH:30]([O:29][C:27]([NH:26][C:21]2[C:22]([CH3:25])=[N:23][O:24][C:20]=2[C:17]2[CH:18]=[CH:19][C:14]([C:11]3[CH:12]=[CH:13][C:8]([CH2:7][C:6]([OH:40])=[O:5])=[CH:9][CH:10]=3)=[CH:15][CH:16]=2)=[O:28])[CH3:31])=[C:33]([F:39])[CH:34]=1. (7) Reactant: Cl.[S:2]1[C:10]2[C:5](=[N:6][CH:7]=[CH:8][CH:9]=2)[CH:4]=[C:3]1[NH2:11].[C:12]1([S:18]([Cl:21])(=[O:20])=[O:19])[CH:17]=[CH:16][CH:15]=[CH:14][CH:13]=1. Product: [ClH:21].[S:2]1[C:10]2[C:5](=[N:6][CH:7]=[CH:8][CH:9]=2)[CH:4]=[C:3]1[NH:11][S:18]([C:12]1[CH:17]=[CH:16][CH:15]=[CH:14][CH:13]=1)(=[O:20])=[O:19]. The catalyst class is: 17. (8) Reactant: [CH3:1][N:2]1[C:6]2[CH:7]=[CH:8][C:9]([N+:11]([O-])=O)=[CH:10][C:5]=2[NH:4][C:3]1=[O:14].[H][H]. Product: [NH2:11][C:9]1[CH:8]=[CH:7][C:6]2[N:2]([CH3:1])[C:3](=[O:14])[NH:4][C:5]=2[CH:10]=1. The catalyst class is: 358. (9) Reactant: CCN(C(C)C)C(C)C.F[P-](F)(F)(F)(F)F.Br[P+](N1CCCC1)(N1CCCC1)N1CCCC1.[C:34]([O:38][C:39]([CH:41]1[CH2:46][CH2:45][NH:44][CH2:43][CH2:42]1)=[O:40])([CH3:37])([CH3:36])[CH3:35].[C:47]([CH:49]1[C:54](=O)[N:53]=[C:52]([CH2:56][N:57]2[CH2:62][CH2:61][CH2:60][CH2:59][C:58]2=[O:63])[C:51]([C:64]([O:66][CH2:67][CH3:68])=[O:65])=[CH:50]1)#[N:48].C([O-])(O)=O.[Na+]. Product: [C:34]([O:38][C:39]([CH:41]1[CH2:46][CH2:45][N:44]([C:54]2[C:49]([C:47]#[N:48])=[CH:50][C:51]([C:64]([O:66][CH2:67][CH3:68])=[O:65])=[C:52]([CH2:56][N:57]3[CH2:62][CH2:61][CH2:60][CH2:59][C:58]3=[O:63])[N:53]=2)[CH2:43][CH2:42]1)=[O:40])([CH3:37])([CH3:35])[CH3:36]. The catalyst class is: 2.